Dataset: Retrosynthesis with 50K atom-mapped reactions and 10 reaction types from USPTO. Task: Predict the reactants needed to synthesize the given product. (1) Given the product COC1=C(OC)C(=O)C(Cc2ccccc2C=CC(=O)N2CCSCC2)=C(C)C1=O, predict the reactants needed to synthesize it. The reactants are: C1CSCCN1.COC1=C(OC)C(=O)C(Cc2ccccc2C=CC(=O)O)=C(C)C1=O. (2) The reactants are: CCOC(=O)CBr.O=c1[nH]nc2ccc(OCCCN3CCC(OC(c4ccccc4)c4ccccc4)CC3)nn12. Given the product CCOC(=O)Cn1nc2ccc(OCCCN3CCC(OC(c4ccccc4)c4ccccc4)CC3)nn2c1=O, predict the reactants needed to synthesize it. (3) The reactants are: CC(C)(C)OC(=O)c1ccc(-c2ccc(CO)cc2)cc1Nc1ccc(F)cc1. Given the product O=C(O)c1ccc(-c2ccc(CO)cc2)cc1Nc1ccc(F)cc1, predict the reactants needed to synthesize it. (4) Given the product CCCCn1c(N)c(NC(=O)Cc2ccc(NC(=O)c3cn(C(c4ccccc4)(c4ccccc4)c4ccccc4)cn3)cc2)c(=O)n(Cc2ccccc2F)c1=O, predict the reactants needed to synthesize it. The reactants are: CCCCn1c(N)c(NC(=O)Cc2ccc(N)cc2)c(=O)n(Cc2ccccc2F)c1=O.O=C(O)c1cn(C(c2ccccc2)(c2ccccc2)c2ccccc2)cn1. (5) Given the product CCOC(=O)c1cc(C#N)c(N2CC(C(=O)NS(=O)(=O)Cc3ccc(Cl)c(Cl)c3)C2)nc1C, predict the reactants needed to synthesize it. The reactants are: CCOC(=O)c1cc(C#N)c(N2CC(C(=O)O)C2)nc1C.NS(=O)(=O)Cc1ccc(Cl)c(Cl)c1.